The task is: Predict the reactants needed to synthesize the given product.. This data is from Full USPTO retrosynthesis dataset with 1.9M reactions from patents (1976-2016). (1) Given the product [CH:13]1([CH2:21][O:22][NH2:2])[CH2:20][CH2:19][CH2:18][CH2:17][CH2:16][CH2:15][CH2:14]1, predict the reactants needed to synthesize it. The reactants are: O[N:2]1C(=O)C2=CC=CC=C2C1=O.[CH:13]1([CH2:21][OH:22])[CH2:20][CH2:19][CH2:18][CH2:17][CH2:16][CH2:15][CH2:14]1. (2) Given the product [F:16][C:17]1[CH:18]=[C:19]([NH:20][C:2]2[CH:7]=[CH:6][C:5]([O:8][C:9]3[CH:14]=[CH:13][C:12]([F:15])=[CH:11][CH:10]=3)=[CH:4][N:3]=2)[CH:21]=[CH:22][C:23]=1[N:24]1[CH2:25][CH2:26][O:27][CH2:28][CH2:29]1, predict the reactants needed to synthesize it. The reactants are: Cl[C:2]1[CH:7]=[CH:6][C:5]([O:8][C:9]2[CH:14]=[CH:13][C:12]([F:15])=[CH:11][CH:10]=2)=[CH:4][N:3]=1.[F:16][C:17]1[CH:18]=[C:19]([CH:21]=[CH:22][C:23]=1[N:24]1[CH2:29][CH2:28][O:27][CH2:26][CH2:25]1)[NH2:20].C1(P(C2C=CC=CC=2)C2C3OC4C(=CC=CC=4P(C4C=CC=CC=4)C4C=CC=CC=4)C(C)(C)C=3C=CC=2)C=CC=CC=1.C(=O)([O-])[O-].[Cs+].[Cs+]. (3) Given the product [Cl:1][C:2]1[N:3]=[C:4]([NH:22][CH:23]2[CH2:24][CH2:25][N:26]([C:29]([O:31][C:32]([CH3:35])([CH3:34])[CH3:33])=[O:30])[CH2:27][CH2:28]2)[C:5]2[CH:10]=[CH:9][N:8]([S:11]([C:14]3[CH:20]=[CH:19][C:17]([CH3:18])=[CH:16][CH:15]=3)(=[O:13])=[O:12])[C:6]=2[N:7]=1, predict the reactants needed to synthesize it. The reactants are: [Cl:1][C:2]1[N:3]=[C:4](Cl)[C:5]2[CH:10]=[CH:9][N:8]([S:11]([C:14]3[CH:20]=[CH:19][C:17]([CH3:18])=[CH:16][CH:15]=3)(=[O:13])=[O:12])[C:6]=2[N:7]=1.[NH2:22][CH:23]1[CH2:28][CH2:27][N:26]([C:29]([O:31][C:32]([CH3:35])([CH3:34])[CH3:33])=[O:30])[CH2:25][CH2:24]1.O.CCOC(C)=O.